Dataset: Full USPTO retrosynthesis dataset with 1.9M reactions from patents (1976-2016). Task: Predict the reactants needed to synthesize the given product. (1) Given the product [F:18][C@H:16]1[CH2:17][C@H:15]1[C:13]([NH:12][C:7]1[CH:6]=[C:5]2[C:10]([CH:11]=[C:2]([C:25]3[C:20]([CH3:19])=[CH:21][C:22]([C:35]([O:37][CH3:38])=[O:36])=[N:23][CH:24]=3)[N:3]=[CH:4]2)=[CH:9][N:8]=1)=[O:14], predict the reactants needed to synthesize it. The reactants are: Cl[C:2]1[CH:11]=[C:10]2[C:5]([CH:6]=[C:7]([NH:12][C:13]([C@@H:15]3[CH2:17][C@@H:16]3[F:18])=[O:14])[N:8]=[CH:9]2)=[CH:4][N:3]=1.[CH3:19][C:20]1[C:25](B2OC(C)(C)C(C)(C)O2)=[CH:24][N:23]=[C:22]([C:35]([O:37][CH3:38])=[O:36])[CH:21]=1.C(=O)([O-])[O-].[Na+].[Na+]. (2) Given the product [O:1]([C:8]1[CH:14]=[CH:13][CH:12]=[CH:11][C:9]=1[NH:10][N:24]=[C:36]([C:37](=[O:39])[CH3:38])[C:33](=[O:35])[CH3:34])[C:2]1[CH:3]=[CH:4][CH:5]=[CH:6][CH:7]=1, predict the reactants needed to synthesize it. The reactants are: [O:1]([C:8]1[CH:14]=[CH:13][CH:12]=[CH:11][C:9]=1[NH2:10])[C:2]1[CH:7]=[CH:6][CH:5]=[CH:4][CH:3]=1.P(=O)(O)(O)O.[N+]([O-])(O)=O.[N:24]([O-])=O.[Na+].C([O-])(=O)C.[K+].[C:33]([CH2:36][C:37](=[O:39])[CH3:38])(=[O:35])[CH3:34]. (3) Given the product [NH2:8][C@@H:9]1[CH2:13][CH2:12][CH2:11][C@:10]1([CH2:18][OH:19])[C:14]([O:16][CH3:17])=[O:15], predict the reactants needed to synthesize it. The reactants are: C([N:8]([C@@H](C1C=CC=CC=1)C)[C@@H:9]1[CH2:13][CH2:12][CH2:11][C@:10]1([CH2:18][OH:19])[C:14]([O:16][CH3:17])=[O:15])C1C=CC=CC=1.C(O)=O. (4) Given the product [CH2:6]([O:5][C:3](=[O:4])[CH2:2][NH:29][CH:26]([C:13]1[CH:14]=[CH:15][C:16]([F:25])=[C:17]([O:18][C:19]2[CH:20]=[CH:21][CH:22]=[CH:23][CH:24]=2)[C:12]=1[F:11])[CH2:27][CH3:28])[CH3:7], predict the reactants needed to synthesize it. The reactants are: Br[CH2:2][C:3]([O:5][CH2:6][CH3:7])=[O:4].[I-].[K+].Cl.[F:11][C:12]1[C:17]([O:18][C:19]2[CH:24]=[CH:23][CH:22]=[CH:21][CH:20]=2)=[C:16]([F:25])[CH:15]=[CH:14][C:13]=1[CH:26]([NH2:29])[CH2:27][CH3:28].C(N(C(C)C)CC)(C)C. (5) Given the product [CH3:37][N:35]([CH3:36])/[CH:31]=[C:2](\[CH3:3])/[C:1]([C:5]1[CH:6]=[CH:7][C:8]([NH:11][C:12]2[C:20]3[C:15](=[CH:16][N:17]=[CH:18][CH:19]=3)[S:14][C:13]=2[C:21]([O:23][CH2:24][CH3:25])=[O:22])=[CH:9][CH:10]=1)=[O:4], predict the reactants needed to synthesize it. The reactants are: [C:1]([C:5]1[CH:10]=[CH:9][C:8]([NH:11][C:12]2[C:20]3[C:15](=[CH:16][N:17]=[CH:18][CH:19]=3)[S:14][C:13]=2[C:21]([O:23][CH2:24][CH3:25])=[O:22])=[CH:7][CH:6]=1)(=[O:4])[CH2:2][CH3:3].C(O[CH:31]([N:35]([CH3:37])[CH3:36])N(C)C)(C)(C)C. (6) Given the product [CH3:57][C:50]1([CH3:56])[CH2:49][CH2:48][C:47]2[N:46]=[C:45]([CH2:44][NH:33][C@H:29]([CH2:31][CH3:32])[CH3:30])[N:54]=[C:53]([N:16]3[CH2:15][C:14]4[CH:20]=[C:10]([C:8]5[CH:9]=[C:4]6[NH:3][C:2]([CH3:1])=[N:21][C:5]6=[N:6][CH:7]=5)[CH:11]=[CH:12][C:13]=4[O:19][CH2:18][CH2:17]3)[C:52]=2[CH2:51]1, predict the reactants needed to synthesize it. The reactants are: [CH3:1][C:2]1[N:3](C(OCC(C)C)=O)[C:4]2[C:5]([N:21]=1)=[N:6][CH:7]=[C:8]([C:10]1[CH:11]=[CH:12][C:13]3[O:19][CH2:18][CH2:17][NH:16][CH2:15][C:14]=3[CH:20]=1)[CH:9]=2.[C@@H:29]([N:33]([CH2:44][C:45]1[N:54]=[C:53](Cl)[C:52]2[CH2:51][C:50]([CH3:57])([CH3:56])[CH2:49][CH2:48][C:47]=2[N:46]=1)C(=O)OCC1C=CC=CC=1)([CH2:31][CH3:32])[CH3:30]. (7) Given the product [Br:1][C:2]1[CH:3]=[C:4]([CH:8]=[C:9]([C:11]([N:13]2[CH2:17][CH2:16][CH2:15][CH2:14]2)=[O:12])[CH:10]=1)[C:5]([NH:57][CH2:56][C:53]1[CH:52]=[N:51][C:50]([CH3:49])=[N:55][CH:54]=1)=[O:7], predict the reactants needed to synthesize it. The reactants are: [Br:1][C:2]1[CH:3]=[C:4]([CH:8]=[C:9]([C:11]([N:13]2[CH2:17][CH2:16][CH2:15][CH2:14]2)=[O:12])[CH:10]=1)[C:5]([OH:7])=O.Cl.CN(C)CCCN=C=NCC.ON1C2C=CC=CC=2N=N1.C(N(CC)C(C)C)(C)C.[CH3:49][C:50]1[N:55]=[CH:54][C:53]([CH2:56][NH2:57])=[CH:52][N:51]=1.